This data is from Peptide-MHC class I binding affinity with 185,985 pairs from IEDB/IMGT. The task is: Regression. Given a peptide amino acid sequence and an MHC pseudo amino acid sequence, predict their binding affinity value. This is MHC class I binding data. (1) The peptide sequence is YVPSAEDNYL. The MHC is HLA-A02:01 with pseudo-sequence HLA-A02:01. The binding affinity (normalized) is 0. (2) The peptide sequence is STKPVTRNGI. The MHC is H-2-Db with pseudo-sequence H-2-Db. The binding affinity (normalized) is 0. (3) The peptide sequence is KVFGYDIDR. The MHC is HLA-B58:01 with pseudo-sequence HLA-B58:01. The binding affinity (normalized) is 0.0847. (4) The peptide sequence is IGLIIPPL. The MHC is HLA-A02:03 with pseudo-sequence HLA-A02:03. The binding affinity (normalized) is 0.633. (5) The peptide sequence is RYFSVTRPL. The MHC is HLA-A31:01 with pseudo-sequence HLA-A31:01. The binding affinity (normalized) is 0.423.